Dataset: Reaction yield outcomes from USPTO patents with 853,638 reactions. Task: Predict the reaction yield, written as a fraction of the theoretical maximum amount of product (1.0 means a 100% yield; for example, 0.34 means a 34% yield). (1) The reactants are [ClH:1].O1CCOCC1.[N:8]1[CH:13]=[CH:12][CH:11]=[C:10]([O:14][CH2:15][CH:16]2[CH2:21][N:20](C(OC(C)(C)C)=O)[CH2:19][CH2:18][N:17]2[C:29]([O:31][CH:32]2[CH2:37][CH2:36][NH:35][CH2:34][CH2:33]2)=[O:30])[CH:9]=1. The catalyst is CO. The product is [ClH:1].[ClH:1].[ClH:1].[N:8]1[CH:13]=[CH:12][CH:11]=[C:10]([O:14][CH2:15][CH:16]2[CH2:21][NH:20][CH2:19][CH2:18][N:17]2[C:29]([O:31][CH:32]2[CH2:37][CH2:36][NH:35][CH2:34][CH2:33]2)=[O:30])[CH:9]=1. The yield is 0.990. (2) The reactants are [Li+].[BH4-].[NH2:3][C:4]1[CH:9]=[CH:8][C:7]([C:10]2[CH2:11][C@@H:12]3[N:18]([CH:19]=2)[C:17](=[O:20])[C:16]2[CH:21]=[C:22]([O:64][CH3:65])[C:23]([O:25][CH2:26][CH2:27][CH2:28][O:29][C:30]4[C:61]([O:62][CH3:63])=[CH:60][C:33]5[C:34](=[O:59])[N:35]6[CH:50]=[C:49]([C:51]7[CH:56]=[CH:55][C:54]([O:57][CH3:58])=[CH:53][CH:52]=7)[CH2:48][C@H:36]6[C:37](=O)[N:38](COCC[Si](C)(C)C)[C:32]=5[CH:31]=4)=[CH:24][C:15]=2[N:14](COCC[Si](C)(C)C)[C:13]3=O)=[CH:6][CH:5]=1.CCO. The catalyst is C1COCC1. The product is [NH2:3][C:4]1[CH:9]=[CH:8][C:7]([C:10]2[CH2:11][C@@H:12]3[N:18]([CH:19]=2)[C:17](=[O:20])[C:16]2[CH:21]=[C:22]([O:64][CH3:65])[C:23]([O:25][CH2:26][CH2:27][CH2:28][O:29][C:30]4[C:61]([O:62][CH3:63])=[CH:60][C:33]5[C:34](=[O:59])[N:35]6[CH:50]=[C:49]([C:51]7[CH:52]=[CH:53][C:54]([O:57][CH3:58])=[CH:55][CH:56]=7)[CH2:48][C@H:36]6[CH:37]=[N:38][C:32]=5[CH:31]=4)=[CH:24][C:15]=2[N:14]=[CH:13]3)=[CH:6][CH:5]=1. The yield is 0.610. (3) The reactants are [OH:1][CH2:2][C:3]1[CH:4]=[C:5]([S:9][C:10]2[CH:11]=[N:12][CH:13]=[C:14]([CH:17]=2)[C:15]#[N:16])[CH:6]=[CH:7][CH:8]=1.[CH2:18]([C:20]1[C:21]([OH:30])=[C:22]([C:27](=[O:29])[CH3:28])[CH:23]=[CH:24][C:25]=1O)[CH3:19]. No catalyst specified. The product is [C:27]([C:22]1[CH:23]=[CH:24][C:25]([O:1][CH2:2][C:3]2[CH:4]=[C:5]([S:9][C:10]3[CH:11]=[N:12][CH:13]=[C:14]([CH:17]=3)[C:15]#[N:16])[CH:6]=[CH:7][CH:8]=2)=[C:20]([CH2:18][CH3:19])[C:21]=1[OH:30])(=[O:29])[CH3:28]. The yield is 0.340. (4) The reactants are [CH3:1][O:2][C:3](=[O:16])[CH2:4][O:5][C:6]1[CH:11]=[CH:10][C:9]([OH:12])=[CH:8][C:7]=1[N+:13]([O-:15])=[O:14].C(=O)([O-])[O-].[K+].[K+].[Br:23][CH2:24][CH2:25]Br. The catalyst is CN(C=O)C. The product is [CH3:1][O:2][C:3](=[O:16])[CH2:4][O:5][C:6]1[CH:11]=[CH:10][C:9]([O:12][CH2:25][CH2:24][Br:23])=[CH:8][C:7]=1[N+:13]([O-:15])=[O:14]. The yield is 0.690. (5) The reactants are [C:1]([C:3]1[N:11]=[CH:10][C:9]2[N:8]([CH2:12][O:13][CH2:14][CH2:15][Si:16]([CH3:19])([CH3:18])[CH3:17])[C:7]3[N:20]=[CH:21][C:22]([C:24]4[CH:46]=[CH:45][C:27]([CH2:28][N:29]5[CH:34]6[CH2:35][CH2:36][CH:30]5[CH2:31][CH:32](OC(N5C=CN=C5)=S)[CH2:33]6)=[CH:26][CH:25]=4)=[CH:23][C:6]=3[C:5]=2[CH:4]=1)#[N:2].CC(N=NC(C#N)(C)C)(C#N)C.C([SnH](CCCC)CCCC)CCC. The catalyst is C1(C)C=CC=CC=1. The product is [CH:34]12[N:29]([CH2:28][C:27]3[CH:45]=[CH:46][C:24]([C:22]4[CH:21]=[N:20][C:7]5[N:8]([CH2:12][O:13][CH2:14][CH2:15][Si:16]([CH3:17])([CH3:18])[CH3:19])[C:9]6[CH:10]=[N:11][C:3]([C:1]#[N:2])=[CH:4][C:5]=6[C:6]=5[CH:23]=4)=[CH:25][CH:26]=3)[CH:30]([CH2:36][CH2:35]1)[CH2:31][CH2:32][CH2:33]2. The yield is 0.840. (6) The reactants are [NH2:1][C:2]1[CH:7]=[CH:6][CH:5]=[CH:4][C:3]=1[S:8]([NH2:11])(=[O:10])=[O:9].[Cl:12][C:13]1[C:14]([F:23])=[C:15]([S:19](Cl)(=[O:21])=[O:20])[CH:16]=[CH:17][CH:18]=1. The catalyst is N1C=CC=CC=1. The product is [Cl:12][C:13]1[C:14]([F:23])=[C:15]([S:19]([NH:1][C:2]2[CH:7]=[CH:6][CH:5]=[CH:4][C:3]=2[S:8](=[O:9])(=[O:10])[NH2:11])(=[O:21])=[O:20])[CH:16]=[CH:17][CH:18]=1. The yield is 0.190. (7) The reactants are [CH2:1]([O:3][C:4]([C:6]1[CH:11]=[CH:10][C:9]([NH:12][C:13]([NH2:15])=[S:14])=[CH:8][CH:7]=1)=[O:5])C.Br[CH:17]1[CH2:22][CH2:21][CH2:20][CH:19]([C:23]2[CH:28]=[CH:27][CH:26]=[CH:25][CH:24]=2)[C:18]1=O. The catalyst is C(O)C. The product is [CH3:1][O:3][C:4](=[O:5])[C:6]1[CH:11]=[CH:10][C:9]([NH:12][C:13]2[S:14][C:25]3[CH2:26][CH2:27][CH2:28][CH:23]([C:19]4[CH:20]=[CH:21][CH:22]=[CH:17][CH:18]=4)[C:24]=3[N:15]=2)=[CH:8][CH:7]=1. The yield is 0.630.